This data is from Catalyst prediction with 721,799 reactions and 888 catalyst types from USPTO. The task is: Predict which catalyst facilitates the given reaction. (1) Reactant: [NH2:1][C:2]1[N:11]=[C:10]([C:12]([N:14]2[CH2:22][C:21]3[C:16](=[CH:17][CH:18]=[CH:19][CH:20]=3)[CH2:15]2)=[O:13])[C:9]2[C:4](=[CH:5][CH:6]=[C:7]([C:23]3[CH:28]=[C:27]([F:29])[C:26]([F:30])=[CH:25][C:24]=3[CH2:31]Cl)[CH:8]=2)[N:3]=1.C(=O)([O-])[O-].[Cs+].[Cs+].[CH3:39][N:40]1[CH2:45][CH2:44][NH:43][CH2:42][CH2:41]1. Product: [NH2:1][C:2]1[N:11]=[C:10]([C:12]([N:14]2[CH2:22][C:21]3[C:16](=[CH:17][CH:18]=[CH:19][CH:20]=3)[CH2:15]2)=[O:13])[C:9]2[C:4](=[CH:5][CH:6]=[C:7]([C:23]3[CH:28]=[C:27]([F:29])[C:26]([F:30])=[CH:25][C:24]=3[CH2:31][N:43]3[CH2:44][CH2:45][N:40]([CH3:39])[CH2:41][CH2:42]3)[CH:8]=2)[N:3]=1. The catalyst class is: 10. (2) Reactant: Cl[CH:2]([CH:8]1[CH2:13][CH2:12][CH2:11][CH2:10][CH2:9]1)[C:3]([O:5][CH2:6][CH3:7])=[O:4].[F:14][C:15]1[CH:20]=[CH:19][CH:18]=[CH:17][C:16]=1[N+:21]([O-:23])=[O:22].Cl. Product: [CH:8]1([CH:2]([C:19]2[CH:18]=[CH:17][C:16]([N+:21]([O-:23])=[O:22])=[C:15]([F:14])[CH:20]=2)[C:3]([O:5][CH2:6][CH3:7])=[O:4])[CH2:13][CH2:12][CH2:11][CH2:10][CH2:9]1. The catalyst class is: 6. (3) Reactant: [CH3:1][N:2]1[CH2:15][CH2:14][C:5]2[NH:6][C:7]3[CH:8]=[CH:9][C:10]([CH3:13])=[CH:11][C:12]=3[C:4]=2[CH2:3]1.[H-].[Na+].[CH3:18][O:19][C:20]1[CH:25]=[CH:24][C:23]([CH:26]2[CH2:28][O:27]2)=[CH:22][N:21]=1. Product: [CH3:1][N:2]1[CH2:15][CH2:14][C:5]2[N:6]([CH2:28][CH:26]([C:23]3[CH:22]=[N:21][C:20]([O:19][CH3:18])=[CH:25][CH:24]=3)[OH:27])[C:7]3[CH:8]=[CH:9][C:10]([CH3:13])=[CH:11][C:12]=3[C:4]=2[CH2:3]1. The catalyst class is: 3. (4) Reactant: [Br:1][C:2]1[CH:3]=[C:4]([C:14]2[O:15][C:16](=[O:26])[C:17]3[N:23]=[C:22]([Cl:24])[CH:21]=[C:20]([CH3:25])[C:18]=3[N:19]=2)[N:5]([C:7]2[C:12]([Cl:13])=[CH:11][CH:10]=[CH:9][N:8]=2)[N:6]=1.[CH3:27][O:28][C:29]([N:31]([CH3:33])[NH2:32])=[O:30]. Product: [CH3:27][O:28][C:29]([N:31]([CH3:33])[NH:32][C:16]([C:17]1[C:18]([NH:19][C:14]([C:4]2[N:5]([C:7]3[C:12]([Cl:13])=[CH:11][CH:10]=[CH:9][N:8]=3)[N:6]=[C:2]([Br:1])[CH:3]=2)=[O:15])=[C:20]([CH3:25])[CH:21]=[C:22]([Cl:24])[N:23]=1)=[O:26])=[O:30]. The catalyst class is: 3. (5) Reactant: [C:1]([O:5][C:6]([N:8]1[CH2:13][CH2:12][CH:11]([N:14]2[C:18]3[CH:19]=[CH:20][CH:21]=[CH:22][C:17]=3[N:16]=[C:15]2[C@@H:23]([NH:25]C(OCC2C=CC=CC=2)=O)[CH3:24])[CH2:10][CH2:9]1)=[O:7])([CH3:4])([CH3:3])[CH3:2]. Product: [C:1]([O:5][C:6]([N:8]1[CH2:13][CH2:12][CH:11]([N:14]2[C:18]3[CH:19]=[CH:20][CH:21]=[CH:22][C:17]=3[N:16]=[C:15]2[C@@H:23]([NH2:25])[CH3:24])[CH2:10][CH2:9]1)=[O:7])([CH3:4])([CH3:2])[CH3:3]. The catalyst class is: 45. (6) Reactant: [NH:1]1[CH2:6][CH2:5][CH2:4][CH:3]([CH2:7][OH:8])[CH2:2]1.[CH3:9][S:10](Cl)(=[O:12])=[O:11]. Product: [CH3:9][S:10]([O:8][CH2:7][CH:3]1[CH2:4][CH2:5][CH2:6][N:1]([S:10]([CH3:9])(=[O:12])=[O:11])[CH2:2]1)(=[O:12])=[O:11]. The catalyst class is: 272. (7) Reactant: [CH2:1]1[C:3]2([CH2:8][CH2:7][CH2:6][CH2:5][N:4]2[C:9]2[N:13]3[CH:14]=[C:15]([O:18][C@H:19]4[C:28]5[C:23](=[CH:24][CH:25]=[CH:26][CH:27]=5)[C@@H:22]([NH2:29])[CH2:21][CH2:20]4)[CH:16]=[CH:17][C:12]3=[N:11][N:10]=2)[CH2:2]1.ClC(Cl)(Cl)C[O:33][C:34](=O)[NH:35][C:36]1[N:37]([C:45]2[CH:50]=[CH:49][CH:48]=[C:47]([O:51][CH2:52][CH2:53][OH:54])[CH:46]=2)[N:38]=[C:39]([C:41]([CH3:44])([CH3:43])[CH3:42])[CH:40]=1.CCN(C(C)C)C(C)C. Product: [CH2:2]1[C:3]2([CH2:8][CH2:7][CH2:6][CH2:5][N:4]2[C:9]2[N:13]3[CH:14]=[C:15]([O:18][C@H:19]4[C:28]5[C:23](=[CH:24][CH:25]=[CH:26][CH:27]=5)[C@@H:22]([NH:29][C:34]([NH:35][C:36]5[N:37]([C:45]6[CH:50]=[CH:49][CH:48]=[C:47]([O:51][CH2:52][CH2:53][OH:54])[CH:46]=6)[N:38]=[C:39]([C:41]([CH3:44])([CH3:43])[CH3:42])[CH:40]=5)=[O:33])[CH2:21][CH2:20]4)[CH:16]=[CH:17][C:12]3=[N:11][N:10]=2)[CH2:1]1. The catalyst class is: 258.